This data is from Peptide-MHC class I binding affinity with 185,985 pairs from IEDB/IMGT. The task is: Regression. Given a peptide amino acid sequence and an MHC pseudo amino acid sequence, predict their binding affinity value. This is MHC class I binding data. (1) The peptide sequence is FPYIMGSVEL. The MHC is HLA-B51:01 with pseudo-sequence HLA-B51:01. The binding affinity (normalized) is 0.454. (2) The peptide sequence is VLSFCAFAV. The MHC is HLA-A68:02 with pseudo-sequence HLA-A68:02. The binding affinity (normalized) is 0.739. (3) The peptide sequence is IHLYYNSNI. The MHC is Mamu-B17 with pseudo-sequence Mamu-B17. The binding affinity (normalized) is 0.435.